Predict which catalyst facilitates the given reaction. From a dataset of Catalyst prediction with 721,799 reactions and 888 catalyst types from USPTO. (1) Reactant: Cl[CH2:2][CH2:3][O:4][C:5]1[CH:10]=[CH:9][C:8]([NH:11][C:12](=[O:17])[CH2:13][CH2:14][CH2:15][CH3:16])=[CH:7][C:6]=1[C:18]1[N:19]([CH3:23])[N:20]=[CH:21][CH:22]=1.[OH:24][CH:25]1[CH2:30][CH2:29][NH:28][CH2:27][CH2:26]1.C(=O)([O-])[O-].[K+].[K+]. The catalyst class is: 639. Product: [OH:24][CH:25]1[CH2:30][CH2:29][N:28]([CH2:2][CH2:3][O:4][C:5]2[CH:10]=[CH:9][C:8]([NH:11][C:12](=[O:17])[CH2:13][CH2:14][CH2:15][CH3:16])=[CH:7][C:6]=2[C:18]2[N:19]([CH3:23])[N:20]=[CH:21][CH:22]=2)[CH2:27][CH2:26]1. (2) Reactant: Cl[C:2]1[C:11]2[N:12]=[CH:13][N:14]([CH2:15][CH:16]([CH3:18])[CH3:17])[C:10]=2[C:9]2[CH:8]=[CH:7][CH:6]=[CH:5][C:4]=2[N:3]=1.C([NH2:21])=O.[OH-].[Na+]. Product: [NH2:21][C:2]1[C:11]2[N:12]=[CH:13][N:14]([CH2:15][CH:16]([CH3:18])[CH3:17])[C:10]=2[C:9]2[CH:8]=[CH:7][CH:6]=[CH:5][C:4]=2[N:3]=1. The catalyst class is: 6. (3) Reactant: [Cl:1][C:2]1[C:3](Cl)=[C:4]([Cl:13])[C:5]([Cl:12])=[C:6]([C:10]#[N:11])[C:7]=1[C:8]#[N:9].[C:15]1([C:22]2[CH:27]=[CH:26][CH:25]=[CH:24][CH:23]=2)[C:16]([OH:21])=[CH:17][CH:18]=[CH:19][CH:20]=1.C(=O)([O-])[O-].[K+].[K+].C(#N)C. Product: [C:15]1([C:22]2[CH:23]=[CH:24][CH:25]=[CH:26][CH:27]=2)[CH:20]=[CH:19][CH:18]=[CH:17][C:16]=1[O:21][C:3]1[C:2]([Cl:1])=[C:7]([C:8]#[N:9])[C:6](=[C:5]([Cl:12])[C:4]=1[Cl:13])[C:10]#[N:11]. The catalyst class is: 13. (4) Product: [CH2:38]([O:40][C:41](=[O:45])[CH2:42][CH2:43][C:23]1[CH:24]=[CH:25][C:20]([C:15]([C:12]2[CH:13]=[CH:14][C:9]([O:8][CH2:7][CH:5]3[CH2:4][O:3][C:2]([CH3:36])([CH3:1])[O:6]3)=[C:10]([CH3:35])[CH:11]=2)([CH2:18][CH3:19])[CH2:16][CH3:17])=[CH:21][C:22]=1[CH3:34])[CH3:39]. Reactant: [CH3:1][C:2]1([CH3:36])[O:6][CH:5]([CH2:7][O:8][C:9]2[CH:14]=[CH:13][C:12]([C:15]([C:20]3[CH:25]=[CH:24][C:23](OS(C(F)(F)F)(=O)=O)=[C:22]([CH3:34])[CH:21]=3)([CH2:18][CH3:19])[CH2:16][CH3:17])=[CH:11][C:10]=2[CH3:35])[CH2:4][O:3]1.[Br-].[CH2:38]([O:40][C:41](=[O:45])[CH2:42][CH2:43][Zn+])[CH3:39].CN(P(N(C)C)(N(C)C)=O)C.O. The catalyst class is: 128. (5) The catalyst class is: 31. Reactant: [I:1][C:2]1[C:10]2[C:5](=[CH:6][CH:7]=[CH:8][C:9]=2[N+:11]([O-:13])=[O:12])[NH:4][N:3]=1.Br[CH2:15][C:16]1[N:20]([CH2:21][C:22]2[CH:27]=[CH:26][C:25]([O:28][CH3:29])=[CH:24][CH:23]=2)[N:19]=[CH:18][CH:17]=1.C([O-])([O-])=O.[K+].[K+]. Product: [I:1][C:2]1[C:10]2[C:5](=[CH:6][CH:7]=[CH:8][C:9]=2[N+:11]([O-:13])=[O:12])[N:4]([CH2:15][C:16]2[N:20]([CH2:21][C:22]3[CH:23]=[CH:24][C:25]([O:28][CH3:29])=[CH:26][CH:27]=3)[N:19]=[CH:18][CH:17]=2)[N:3]=1. (6) Reactant: [CH2:1]([O:5][C:6]([N:8]1[CH2:13][CH2:12][N:11]([C:14](=[O:31])[CH2:15][NH:16][C:17]([C:19]2[CH:28]=[C:27](O)[C:26]3[C:21](=[CH:22][C:23]([CH3:30])=[CH:24][CH:25]=3)[N:20]=2)=[O:18])[CH2:10][CH2:9]1)=[O:7])[CH2:2][CH2:3][CH3:4].[C:32](=O)([O-])[O-:33].[Cs+].[Cs+].[CH2:38]([O:45][C:46](=[O:49])CBr)[C:39]1[CH:44]=[CH:43][CH:42]=[CH:41][CH:40]=1. Product: [CH2:1]([O:5][C:6]([N:8]1[CH2:13][CH2:12][N:11]([C:14](=[O:31])[CH2:15][NH:16][C:17]([C:19]2[C:28]([O:33][CH3:32])=[C:27]([C:46]([O:45][CH2:38][C:39]3[CH:44]=[CH:43][CH:42]=[CH:41][CH:40]=3)=[O:49])[C:26]3[C:21](=[CH:22][C:23]([CH3:30])=[CH:24][CH:25]=3)[N:20]=2)=[O:18])[CH2:10][CH2:9]1)=[O:7])[CH2:2][CH2:3][CH3:4]. The catalyst class is: 18.